From a dataset of Catalyst prediction with 721,799 reactions and 888 catalyst types from USPTO. Predict which catalyst facilitates the given reaction. (1) Reactant: [OH:1][C:2]1[CH:11]=[CH:10][C:5]2[CH2:6][O:7][B:8]([OH:9])[C:4]=2[CH:3]=1.[H-].[Na+].Br[CH:15]([CH2:21][CH3:22])[C:16]([O:18][CH2:19][CH3:20])=[O:17].Cl. Product: [CH2:19]([O:18][C:16](=[O:17])[CH:15]([O:1][C:2]1[CH:11]=[CH:10][C:5]2[CH2:6][O:7][B:8]([OH:9])[C:4]=2[CH:3]=1)[CH2:21][CH3:22])[CH3:20]. The catalyst class is: 3. (2) Reactant: [CH2:1]([O:8][C:9]1[CH:14]=[CH:13][N:12]([C:15]2[CH:20]=[CH:19][C:18]3[C:21]4[CH2:22][N:23](C(OC(C)(C)C)=O)[CH2:24][CH2:25][CH2:26][C:27]=4[O:28][C:17]=3[CH:16]=2)[C:11](=[O:36])[CH:10]=1)[C:2]1[CH:7]=[CH:6][CH:5]=[CH:4][CH:3]=1.Cl.C([O-])(O)=O.[Na+]. Product: [CH2:1]([O:8][C:9]1[CH:14]=[CH:13][N:12]([C:15]2[CH:20]=[CH:19][C:18]3[C:21]4[CH2:22][NH:23][CH2:24][CH2:25][CH2:26][C:27]=4[O:28][C:17]=3[CH:16]=2)[C:11](=[O:36])[CH:10]=1)[C:2]1[CH:7]=[CH:6][CH:5]=[CH:4][CH:3]=1. The catalyst class is: 275. (3) Reactant: [C:1]([O:5][C:6]([N:8]1[C@@H:12]([CH2:13][CH2:14][C:15]2[CH:20]=[CH:19][C:18]([NH2:21])=[CH:17][CH:16]=2)[CH2:11][O:10][C:9]1([CH3:23])[CH3:22])=[O:7])([CH3:4])([CH3:3])[CH3:2].[H-].[Na+].[Br:26][C:27]1[CH:28]=[CH:29][C:30]([CH:33](OS(C(F)(F)F)(=O)=O)[C:34]([F:37])([F:36])[F:35])=[N:31][CH:32]=1. Product: [C:1]([O:5][C:6]([N:8]1[C@@H:12]([CH2:13][CH2:14][C:15]2[CH:16]=[CH:17][C:18]([NH:21][CH:33]([C:30]3[CH:29]=[CH:28][C:27]([Br:26])=[CH:32][N:31]=3)[C:34]([F:37])([F:36])[F:35])=[CH:19][CH:20]=2)[CH2:11][O:10][C:9]1([CH3:23])[CH3:22])=[O:7])([CH3:4])([CH3:2])[CH3:3]. The catalyst class is: 56. (4) Reactant: [CH2:1]([C:5]1[C:9](/[CH:10]=[CH:11]/[C:12]2[CH:25]=[CH:24][C:15]([C:16]([NH:18][CH:19]3[CH2:23][CH2:22][O:21][CH2:20]3)=[O:17])=[CH:14][N:13]=2)=[C:8]([CH3:26])[O:7][N:6]=1)[CH2:2][CH2:3][CH3:4]. Product: [CH2:1]([C:5]1[C:9]([CH2:10][CH2:11][C:12]2[CH:25]=[CH:24][C:15]([C:16]([NH:18][CH:19]3[CH2:23][CH2:22][O:21][CH2:20]3)=[O:17])=[CH:14][N:13]=2)=[C:8]([CH3:26])[O:7][N:6]=1)[CH2:2][CH2:3][CH3:4]. The catalyst class is: 63.